Dataset: Reaction yield outcomes from USPTO patents with 853,638 reactions. Task: Predict the reaction yield, written as a fraction of the theoretical maximum amount of product (1.0 means a 100% yield; for example, 0.34 means a 34% yield). (1) The reactants are [CH3:1][C:2]1[N:7]=[C:6]([S:8][CH2:9][C:10]2[N:14]([CH:15]([CH3:17])[CH3:16])[C:13]3[CH:18]=[CH:19][CH:20]=[CH:21][C:12]=3[N:11]=2)[N:5]=[C:4]([OH:22])[CH:3]=1.[ClH:23].O1CCOCC1. The catalyst is CO. The product is [ClH:23].[CH3:1][C:2]1[N:7]=[C:6]([S:8][CH2:9][C:10]2[N:14]([CH:15]([CH3:17])[CH3:16])[C:13]3[CH:18]=[CH:19][CH:20]=[CH:21][C:12]=3[N:11]=2)[N:5]=[C:4]([OH:22])[CH:3]=1. The yield is 1.00. (2) The reactants are Cl[C:2]1[CH:7]=[CH:6][C:5]([NH:8][C:9]([NH:11][C:12]2[CH:17]=[CH:16][CH:15]=[C:14]([C:18]3[CH:23]=[CH:22][CH:21]=[C:20]([N:24]4[CH2:28][CH2:27][CH2:26][CH2:25]4)[N:19]=3)[CH:13]=2)=[O:10])=[CH:4][CH:3]=1.[CH2:29](C1C=CC=CC=1N)[CH3:30].CCN(C(C)C)C(C)C. No catalyst specified. The product is [CH2:29]([C:6]1[CH:7]=[CH:2][CH:3]=[CH:4][C:5]=1[NH:8][C:9]([NH:11][C:12]1[CH:17]=[CH:16][CH:15]=[C:14]([C:18]2[CH:23]=[CH:22][CH:21]=[C:20]([N:24]3[CH2:28][CH2:27][CH2:26][CH2:25]3)[N:19]=2)[CH:13]=1)=[O:10])[CH3:30]. The yield is 0.780. (3) The reactants are C(OC(=O)[NH:7][C:8]([CH3:36])([CH2:33][CH2:34][CH3:35])[CH2:9][NH:10][C:11]([C:13]1[C:14]([CH3:32])=[N:15][N:16]2[C:21]([O:22][CH2:23][C:24]3[C:29]([F:30])=[CH:28][CH:27]=[CH:26][C:25]=3[F:31])=[CH:20][CH:19]=[CH:18][C:17]=12)=[O:12])(C)(C)C.FC(F)(F)C(O)=O. The catalyst is ClCCl. The product is [NH2:7][C:8]([CH3:36])([CH2:33][CH2:34][CH3:35])[CH2:9][NH:10][C:11]([C:13]1[C:14]([CH3:32])=[N:15][N:16]2[C:21]([O:22][CH2:23][C:24]3[C:29]([F:30])=[CH:28][CH:27]=[CH:26][C:25]=3[F:31])=[CH:20][CH:19]=[CH:18][C:17]=12)=[O:12]. The yield is 0.340. (4) The reactants are [CH3:1][O:2][C:3]1[CH:4]=[C:5]2[C:10](=O)[O:9][C:7](=[O:8])[C:6]2=[CH:12][CH:13]=1.C([NH2:16])=O. No catalyst specified. The product is [CH3:1][O:2][C:3]1[CH:4]=[C:5]2[C:10](=[O:9])[NH:16][C:7](=[O:8])[C:6]2=[CH:12][CH:13]=1. The yield is 0.770. (5) The reactants are Br[C:2]1[CH:10]=[CH:9][CH:8]=[C:7]2[C:3]=1[C:4]([CH:12]=[O:13])=[CH:5][N:6]2[CH3:11].[CH3:14][O:15][C:16]1[CH:21]=[CH:20][C:19](B2OC(C)(C)C(C)(C)O2)=[CH:18][CH:17]=1.C(COC)OC.C(=O)([O-])[O-].[Na+].[Na+]. The catalyst is C1C=CC([P]([Pd]([P](C2C=CC=CC=2)(C2C=CC=CC=2)C2C=CC=CC=2)([P](C2C=CC=CC=2)(C2C=CC=CC=2)C2C=CC=CC=2)[P](C2C=CC=CC=2)(C2C=CC=CC=2)C2C=CC=CC=2)(C2C=CC=CC=2)C2C=CC=CC=2)=CC=1.ClCCl. The product is [CH3:14][O:15][C:16]1[CH:21]=[CH:20][C:19]([C:2]2[CH:10]=[CH:9][CH:8]=[C:7]3[C:3]=2[C:4]([CH:12]=[O:13])=[CH:5][N:6]3[CH3:11])=[CH:18][CH:17]=1. The yield is 0.498.